This data is from Peptide-MHC class I binding affinity with 185,985 pairs from IEDB/IMGT. The task is: Regression. Given a peptide amino acid sequence and an MHC pseudo amino acid sequence, predict their binding affinity value. This is MHC class I binding data. (1) The peptide sequence is QTPTKLMNK. The MHC is HLA-A31:01 with pseudo-sequence HLA-A31:01. The binding affinity (normalized) is 0.0729. (2) The peptide sequence is YLDDPDLKY. The MHC is HLA-A03:01 with pseudo-sequence HLA-A03:01. The binding affinity (normalized) is 0.0847. (3) The MHC is BoLA-AW10 with pseudo-sequence BoLA-AW10. The peptide sequence is WAASAETPL. The binding affinity (normalized) is 0.347. (4) The peptide sequence is LVSSSAPSW. The MHC is HLA-B58:01 with pseudo-sequence HLA-B58:01. The binding affinity (normalized) is 1.00. (5) The MHC is HLA-A11:01 with pseudo-sequence HLA-A11:01. The peptide sequence is SLLNATDIAV. The binding affinity (normalized) is 0.000786. (6) The peptide sequence is ESAERLKAY. The MHC is HLA-A03:01 with pseudo-sequence HLA-A03:01. The binding affinity (normalized) is 0.0847.